From a dataset of Catalyst prediction with 721,799 reactions and 888 catalyst types from USPTO. Predict which catalyst facilitates the given reaction. (1) Product: [CH3:1][O:2][C:3]1[C:7]([C:8]([OH:10])=[O:9])=[CH:6][N:5]([C:13]2[CH:18]=[N:17][C:16]([C:19]([F:22])([F:20])[F:21])=[N:15][CH:14]=2)[N:4]=1. Reactant: [CH3:1][O:2][C:3]1[C:7]([C:8]([O:10]CC)=[O:9])=[CH:6][N:5]([C:13]2[CH:14]=[N:15][C:16]([C:19]([F:22])([F:21])[F:20])=[N:17][CH:18]=2)[N:4]=1.[Li+].[OH-].Cl. The catalyst class is: 20. (2) Reactant: [CH2:1]([O:3][C:4]([C:6](C)([CH2:12][CH:13]=[CH:14][CH2:15][C:16](C(OCC)=O)([CH3:22])[C:17]([O:19][CH2:20]C)=[O:18])[C:7](OCC)=O)=[O:5])C.[OH-].[K+].OS(O)(=O)=O. Product: [CH3:22][CH:16]([CH2:15][CH:14]=[CH:13][CH2:12][CH:6]([CH3:7])[C:4]([O:3][CH3:1])=[O:5])[C:17]([O:19][CH3:20])=[O:18]. The catalyst class is: 6.